Predict which catalyst facilitates the given reaction. From a dataset of Catalyst prediction with 721,799 reactions and 888 catalyst types from USPTO. (1) Reactant: [Cl-].[Al+3].[Cl-].[Cl-].C(S)C.C[O:9][C:10]1[CH:11]=[CH:12][C:13]2[O:17][C:16]([C:18]([O:20][CH2:21][CH3:22])=[O:19])=[CH:15][C:14]=2[CH:23]=1.Cl. Product: [OH:9][C:10]1[CH:11]=[CH:12][C:13]2[O:17][C:16]([C:18]([O:20][CH2:21][CH3:22])=[O:19])=[CH:15][C:14]=2[CH:23]=1. The catalyst class is: 6. (2) Reactant: [C:1]([O:5][C:6]([N:8]1[CH2:13][CH2:12][C:11]([CH2:20][C:21]2[CH:26]=[CH:25][C:24]([F:27])=[CH:23][CH:22]=2)([CH2:14]OS(C)(=O)=O)[CH2:10][CH2:9]1)=[O:7])([CH3:4])([CH3:3])[CH3:2].C([O-])([O-])=O.[Cs+].[Cs+].[NH:34]1[CH:38]=[CH:37][N:36]=[CH:35]1. Product: [C:1]([O:5][C:6]([N:8]1[CH2:13][CH2:12][C:11]([CH2:20][C:21]2[CH:26]=[CH:25][C:24]([F:27])=[CH:23][CH:22]=2)([CH2:14][N:34]2[CH:38]=[CH:37][N:36]=[CH:35]2)[CH2:10][CH2:9]1)=[O:7])([CH3:4])([CH3:3])[CH3:2]. The catalyst class is: 18. (3) Reactant: C(=O)([O-])[O-].[Na+].[Na+].Br[C:8]1[S:12][C:11]([C:13]([O:15]CC)=[O:14])=[N:10][C:9]=1[C:18]1[CH:23]=[CH:22][CH:21]=[C:20]([C:24]#[N:25])[CH:19]=1.[Cl:26][C:27]1[CH:28]=[C:29](B(O)O)[CH:30]=[CH:31][CH:32]=1. Product: [Cl:26][C:27]1[CH:32]=[C:31]([C:8]2[S:12][C:11]([C:13]([OH:15])=[O:14])=[N:10][C:9]=2[C:18]2[CH:23]=[CH:22][CH:21]=[C:20]([C:24]#[N:25])[CH:19]=2)[CH:30]=[CH:29][CH:28]=1. The catalyst class is: 104. (4) Product: [CH:1]([C:4]1[C:5]([O:14][S:22]([C:25]([F:28])([F:27])[F:26])(=[O:24])=[O:23])=[N:6][C:7]([O:12][CH3:13])=[N:8][C:9]=1[O:10][CH3:11])([CH3:3])[CH3:2]. Reactant: [CH:1]([C:4]1[C:5]([OH:14])=[N:6][C:7]([O:12][CH3:13])=[N:8][C:9]=1[O:10][CH3:11])([CH3:3])[CH3:2].C1(N[S:22]([C:25]([F:28])([F:27])[F:26])(=[O:24])=[O:23])C=CC=CC=1.C([O-])([O-])=O.[Cs+].[Cs+]. The catalyst class is: 2. (5) Reactant: [CH3:1][NH:2][CH3:3].[CH2:4]=O.[Br:6][C:7]1[CH:8]=[C:9]([CH:12]=[CH:13][C:14]=1[OH:15])[CH:10]=[O:11]. Product: [Br:6][C:7]1[CH:8]=[C:9]([CH:12]=[C:13]([CH2:1][N:2]([CH3:4])[CH3:3])[C:14]=1[OH:15])[CH:10]=[O:11]. The catalyst class is: 8. (6) Reactant: [C:1]([C:5]1[CH:28]=[CH:27][C:8]([CH2:9][N:10]2[CH2:14][CH:13]([CH2:15][CH2:16][CH2:17][C:18]3[CH:23]=[CH:22][C:21]([OH:24])=[CH:20][CH:19]=3)[N:12]([CH3:25])[C:11]2=[O:26])=[CH:7][CH:6]=1)([CH3:4])([CH3:3])[CH3:2].CC(C)([O-])C.[K+].Br[C:36]1([C:42]([O:44]C)=[O:43])[CH2:41][CH2:40][CH2:39][CH2:38][CH2:37]1. Product: [C:1]([C:5]1[CH:28]=[CH:27][C:8]([CH2:9][N:10]2[CH2:14][CH:13]([CH2:15][CH2:16][CH2:17][C:18]3[CH:19]=[CH:20][C:21]([O:24][C:36]4([C:42]([OH:44])=[O:43])[CH2:41][CH2:40][CH2:39][CH2:38][CH2:37]4)=[CH:22][CH:23]=3)[N:12]([CH3:25])[C:11]2=[O:26])=[CH:7][CH:6]=1)([CH3:4])([CH3:2])[CH3:3]. The catalyst class is: 218. (7) Reactant: [I:1][C:2]1[CH:3]=[C:4]2[C:8](=[CH:9][CH:10]=1)[NH:7][C:6](=[O:11])[C:5]2=O.[OH:13][C:14]1[CH:15]=[C:16]([CH:21]=[CH:22][CH:23]=1)[C:17]([NH:19][NH2:20])=[O:18]. Product: [OH:13][C:14]1[CH:15]=[C:16]([CH:21]=[CH:22][CH:23]=1)[C:17]([NH:19][N:20]=[C:5]1[C:4]2[C:8](=[CH:9][CH:10]=[C:2]([I:1])[CH:3]=2)[NH:7][C:6]1=[O:11])=[O:18]. The catalyst class is: 15.